From a dataset of Catalyst prediction with 721,799 reactions and 888 catalyst types from USPTO. Predict which catalyst facilitates the given reaction. (1) Reactant: C1C=CC(P(C2C=CC=CC=2)C2C=CC=CC=2)=CC=1.N1C=CN=C1.BrBr.[CH3:27][C:28]1[CH:29]=[C:30]([CH:38]=[C:39]([CH3:41])[CH:40]=1)[O:31][CH2:32][C:33]([O:35]CC)=[O:34]. Product: [CH3:27][C:28]1[CH:29]=[C:30]([CH:38]=[C:39]([CH3:41])[CH:40]=1)[O:31][CH2:32][C:33]([OH:35])=[O:34]. The catalyst class is: 2. (2) Reactant: [Br:1][C:2]1[C:9]([OH:10])=[CH:8][CH:7]=[CH:6][C:3]=1[CH:4]=[O:5].C(=O)([O-])[O-].[Cs+].[Cs+].Br[CH2:18][C:19]([O:21][CH2:22][CH3:23])=[O:20]. Product: [Br:1][C:2]1[C:3]([CH:4]=[O:5])=[CH:6][CH:7]=[CH:8][C:9]=1[O:10][CH2:18][C:19]([O:21][CH2:22][CH3:23])=[O:20]. The catalyst class is: 3.